Dataset: Catalyst prediction with 721,799 reactions and 888 catalyst types from USPTO. Task: Predict which catalyst facilitates the given reaction. (1) Reactant: [ClH:1].CN(C(C1C=CC=CC=1)=O)[C:4]1[CH:5]=[C:6]([CH2:10][N:11]2[CH2:16][CH2:15][N:14]([C:17]3[C:22]([C:23]([O:25][CH:26]([CH3:28])[CH3:27])=[O:24])=[CH:21][CH:20]=[CH:19][N:18]=3)[CH2:13][CH2:12]2)[CH:7]=[CH:8][CH:9]=1.[C:37]1([C:43]([NH:45][C:46]2C=CC(CN3CCN(C4C(C(OC(C)C)=O)=CC=CN=4)CC3)=CC=2)=[O:44])[CH:42]=[CH:41][CH:40]=[CH:39][CH:38]=1.IC.[H-].[Na+]. Product: [ClH:1].[CH3:46][N:45]([C:43]([C:37]1[CH:42]=[CH:41][CH:40]=[CH:39][CH:38]=1)=[O:44])[C:9]1[CH:8]=[CH:7][C:6]([CH2:10][N:11]2[CH2:16][CH2:15][N:14]([C:17]3[C:22]([C:23]([O:25][CH:26]([CH3:27])[CH3:28])=[O:24])=[CH:21][CH:20]=[CH:19][N:18]=3)[CH2:13][CH2:12]2)=[CH:5][CH:4]=1. The catalyst class is: 27. (2) Reactant: [CH:1]1([NH:6][C:7]2[N:12]=[C:11]([C:13]3[C:14]([C:23]4[CH:28]=[CH:27][C:26]([F:29])=[CH:25][CH:24]=4)=[N:15][N:16]4[CH:21]=[CH:20][C:19]([NH2:22])=[CH:18][C:17]=34)[CH:10]=[CH:9][N:8]=2)[CH2:5][CH2:4][CH2:3][CH2:2]1.[CH3:30][S:31](Cl)(=[O:33])=[O:32].C(=O)(O)[O-]. Product: [CH:1]1([NH:6][C:7]2[N:12]=[C:11]([C:13]3[C:14]([C:23]4[CH:24]=[CH:25][C:26]([F:29])=[CH:27][CH:28]=4)=[N:15][N:16]4[CH:21]=[CH:20][C:19]([NH:22][S:31]([CH3:30])(=[O:33])=[O:32])=[CH:18][C:17]=34)[CH:10]=[CH:9][N:8]=2)[CH2:5][CH2:4][CH2:3][CH2:2]1. The catalyst class is: 300. (3) Reactant: [K+].[Br-].[O:3]=[C:4]1[N:10]2[C@H:11]([C:15]([O:17][C:18]([CH3:21])([CH3:20])[CH3:19])=[O:16])[CH2:12][CH2:13][CH2:14][N:9]2[CH2:8][CH2:7][CH2:6][C@@H:5]1[NH:22][C:23](=[O:32])[CH2:24][CH2:25][C:26]1[CH:31]=[CH:30][CH:29]=[CH:28][CH:27]=1.N[C@@H]1C(=[O:41])N2[C@H](C(OC(C)(C)C)=O)CCCN2CCC1. Product: [O:41]=[C:8]1[CH2:7][CH2:6][C@H:5]([NH:22][C:23](=[O:32])[CH2:24][CH2:25][C:26]2[CH:27]=[CH:28][CH:29]=[CH:30][CH:31]=2)[C:4](=[O:3])[N:10]2[C@H:11]([C:15]([O:17][C:18]([CH3:21])([CH3:20])[CH3:19])=[O:16])[CH2:12][CH2:13][CH2:14][N:9]12. The catalyst class is: 2. (4) Reactant: [C:1]([C@@:4]1([OH:25])[C@@H:8]([CH:9]([C:11](=[O:13])[CH3:12])[OH:10])[O:7][C@@H:6]([N:14]2[C:23]3[C:17]([C:18](Br)([N:20]=[CH:21][N:22]=3)[NH2:19])=[N:16][CH2:15]2)[CH2:5]1)(=[O:3])[CH3:2].[CH3:26][O:27][C:28]1[CH:29]=[C:30]([CH:38](N)[CH3:39])[CH:31]=[C:32]([O:36][CH3:37])[C:33]=1[O:34][CH3:35].Cl.C(N(CC)CC)C. Product: [CH3:37][O:36][C:32]1[CH:31]=[C:30]([CH:38]([NH:19][C:18]2[C:17]3[N:16]=[CH:15][N:14]([C:23]=3[N:22]=[CH:21][N:20]=2)[C@@H:6]2[O:7][C@H:8]([CH:9]([C:11](=[O:13])[CH3:12])[OH:10])[C@@:4]([C:1](=[O:3])[CH3:2])([OH:25])[CH2:5]2)[CH3:39])[CH:29]=[C:28]([O:27][CH3:26])[C:33]=1[O:34][CH3:35]. The catalyst class is: 14.